This data is from Orexin1 receptor HTS with 218,158 compounds and 233 confirmed actives. The task is: Binary Classification. Given a drug SMILES string, predict its activity (active/inactive) in a high-throughput screening assay against a specified biological target. (1) The result is 0 (inactive). The drug is S(C(C(=O)Nc1c(F)cccc1)C)c1[nH]c2c(n1)cccc2. (2) The compound is Clc1c(c(C(=O)Nc2ccc(CC)cc2)c(Cl)nc1C)C. The result is 0 (inactive). (3) The molecule is N1(CCCC)CCN=C1N(C)C. The result is 0 (inactive).